Dataset: Forward reaction prediction with 1.9M reactions from USPTO patents (1976-2016). Task: Predict the product of the given reaction. (1) Given the reactants [CH3:1][C:2]1([CH3:20])[C:10]2[C:5](=[CH:6][CH:7]=[C:8](OS(C(F)(F)F)(=O)=O)[CH:9]=2)[C:4](=[O:19])[CH2:3]1.[F:21][C:22]([F:33])([F:32])[C:23]1[CH:24]=[C:25](B(O)O)[CH:26]=[CH:27][CH:28]=1, predict the reaction product. The product is: [CH3:20][C:2]1([CH3:1])[C:10]2[C:5](=[CH:6][CH:7]=[C:8]([C:27]3[CH:26]=[CH:25][CH:24]=[C:23]([C:22]([F:33])([F:32])[F:21])[CH:28]=3)[CH:9]=2)[C:4](=[O:19])[CH2:3]1. (2) Given the reactants Br[C:2]1[CH:3]=[C:4]2[C:9](=[CH:10][C:11]=1[OH:12])[N:8]=[C:7]([NH:13][C:14]1[CH:19]=[CH:18][CH:17]=[C:16]([F:20])[CH:15]=1)[N:6]=[CH:5]2.[Br-].[S:22]1[CH:26]=[CH:25][N:24]=[C:23]1[Zn+], predict the reaction product. The product is: [F:20][C:16]1[CH:15]=[C:14]([NH:13][C:7]2[N:6]=[CH:5][C:4]3[C:9](=[CH:10][C:11]([OH:12])=[C:2]([C:23]4[S:22][CH:26]=[CH:25][N:24]=4)[CH:3]=3)[N:8]=2)[CH:19]=[CH:18][CH:17]=1.